The task is: Predict the reaction yield, written as a fraction of the theoretical maximum amount of product (1.0 means a 100% yield; for example, 0.34 means a 34% yield).. This data is from Reaction yield outcomes from USPTO patents with 853,638 reactions. (1) The reactants are O=[C:2]1[CH2:7][CH2:6][CH2:5][CH2:4][CH:3]1[C:8]([O:10][CH2:11][CH3:12])=[O:9].BrBr.[C:15]([NH2:18])(=[S:17])[CH3:16]. The yield is 0.310. The catalyst is C(OCC)C.CCOC(C)=O. The product is [CH3:16][C:15]1[S:17][C:7]2[CH2:6][CH2:5][CH2:4][CH:3]([C:8]([O:10][CH2:11][CH3:12])=[O:9])[C:2]=2[N:18]=1. (2) The reactants are [CH2:1]([O:3][C:4]1[CH:5]=[C:6]([C@H:12]([N:18]2[C:26](=[O:27])[C:25]3[C:20](=[CH:21][CH:22]=[CH:23][C:24]=3[NH:28][C:29]([CH:31]3[CH2:33][CH2:32]3)=[O:30])[CH2:19]2)[CH2:13][C:14](=[O:17])[NH:15][OH:16])[CH:7]=[CH:8][C:9]=1[O:10][CH3:11])[CH3:2].[CH3:34][C:35]([CH3:40])([CH3:39])[C:36](Cl)=[O:37]. The catalyst is C(#N)C. The product is [CH3:34][C:35]([CH3:40])([CH3:39])[C:36]([O:16][NH:15][C:14]([CH2:13][C@@H:12]([N:18]1[C:26](=[O:27])[C:25]2[C:20](=[CH:21][CH:22]=[CH:23][C:24]=2[NH:28][C:29]([CH:31]2[CH2:33][CH2:32]2)=[O:30])[CH2:19]1)[C:6]1[CH:7]=[CH:8][C:9]([O:10][CH3:11])=[C:4]([O:3][CH2:1][CH3:2])[CH:5]=1)=[O:17])=[O:37]. The yield is 0.420. (3) The catalyst is CO. The reactants are [O:1]1[CH2:7][CH2:6][CH2:5][C:4](=O)[CH2:3][CH2:2]1.[CH3:9][C:10]1[CH:15]=[CH:14][C:13]([S:16]([NH:19][NH2:20])(=[O:18])=[O:17])=[CH:12][CH:11]=1. The product is [CH3:9][C:10]1[CH:15]=[CH:14][C:13]([S:16]([NH:19][N:20]=[C:4]2[CH2:5][CH2:6][CH2:7][O:1][CH2:2][CH2:3]2)(=[O:18])=[O:17])=[CH:12][CH:11]=1. The yield is 0.900. (4) The reactants are [CH3:1][C@@H:2]1[C:8]2[CH:9]=[C:10]([C:13](OCC)=[O:14])[CH:11]=[CH:12][C:7]=2[O:6][CH2:5][CH2:4][N:3]1[C:18]([C:20]1([CH3:24])[CH2:23][CH2:22][CH2:21]1)=[O:19].[OH-:25].[Na+].[NH2:27]O.Cl. The catalyst is C1COCC1.CO. The product is [OH:25][NH:27][C:13]([C:10]1[CH:11]=[CH:12][C:7]2[O:6][CH2:5][CH2:4][N:3]([C:18]([C:20]3([CH3:24])[CH2:23][CH2:22][CH2:21]3)=[O:19])[C@H:2]([CH3:1])[C:8]=2[CH:9]=1)=[O:14]. The yield is 0.220. (5) The catalyst is C(O)C. The reactants are [CH:1]1([NH:6][C:7]2[N:12]3[N:13]=[C:14]([C:23]4[CH:28]=[CH:27][C:26]([F:29])=[CH:25][CH:24]=4)[C:15]([C:16]4[CH:21]=[CH:20][N:19]=[C:18](F)[CH:17]=4)=[C:11]3[CH:10]=[CH:9][CH:8]=2)[CH2:5][CH2:4][CH2:3][CH2:2]1.[NH2:30][NH2:31]. The product is [CH:1]1([NH:6][C:7]2[N:12]3[N:13]=[C:14]([C:23]4[CH:28]=[CH:27][C:26]([F:29])=[CH:25][CH:24]=4)[C:15]([C:16]4[CH:21]=[CH:20][N:19]=[C:18]([NH:30][NH2:31])[CH:17]=4)=[C:11]3[CH:10]=[CH:9][CH:8]=2)[CH2:2][CH2:3][CH2:4][CH2:5]1. The yield is 0.650. (6) The reactants are [CH3:1][C:2]1[CH:7]=[C:6]([O:8][CH3:9])[CH:5]=[C:4]([CH3:10])[C:3]=1[S:11](Cl)(=[O:13])=[O:12].[CH3:15][NH:16][CH2:17][C:18]1[NH:22][C:21]2[C:23]([C:27]([O:29][CH3:30])=[O:28])=[CH:24][CH:25]=[CH:26][C:20]=2[N:19]=1. The catalyst is C(Cl)Cl. The product is [CH3:9][O:8][C:6]1[CH:7]=[C:2]([CH3:1])[C:3]([S:11]([N:16]([CH2:17][C:18]2[NH:22][C:21]3[C:23]([C:27]([O:29][CH3:30])=[O:28])=[CH:24][CH:25]=[CH:26][C:20]=3[N:19]=2)[CH3:15])(=[O:13])=[O:12])=[C:4]([CH3:10])[CH:5]=1. The yield is 0.460. (7) The reactants are [Br:1][C:2]1[CH:3]=[CH:4][C:5]2[S:9][C:8]([CH2:10][CH2:11][OH:12])=[CH:7][C:6]=2[CH:13]=1.C(N(CC)CC)C.[S:21](Cl)([C:24]1[CH:30]=[CH:29][C:27]([CH3:28])=[CH:26][CH:25]=1)(=[O:23])=[O:22]. The catalyst is C(Cl)Cl. The product is [CH3:28][C:27]1[CH:29]=[CH:30][C:24]([S:21]([O:12][CH2:11][CH2:10][C:8]2[S:9][C:5]3[CH:4]=[CH:3][C:2]([Br:1])=[CH:13][C:6]=3[CH:7]=2)(=[O:23])=[O:22])=[CH:25][CH:26]=1. The yield is 0.835.